From a dataset of Reaction yield outcomes from USPTO patents with 853,638 reactions. Predict the reaction yield, written as a fraction of the theoretical maximum amount of product (1.0 means a 100% yield; for example, 0.34 means a 34% yield). (1) The reactants are [CH2:1]([N:8]1[CH2:13][CH2:12][CH:11]([C:14](O)=[O:15])[CH:10]([C:17]2[CH:21]=[CH:20][S:19][CH:18]=2)[CH2:9]1)[C:2]1[CH:7]=[CH:6][CH:5]=[CH:4][CH:3]=1.C(Cl)(=O)C([Cl:25])=O. The catalyst is C(Cl)Cl.CN(C=O)C. The product is [CH2:1]([N:8]1[CH2:13][CH2:12][CH:11]([C:14]([Cl:25])=[O:15])[CH:10]([C:17]2[CH:21]=[CH:20][S:19][CH:18]=2)[CH2:9]1)[C:2]1[CH:7]=[CH:6][CH:5]=[CH:4][CH:3]=1. The yield is 0.950. (2) The reactants are C[O:2][C:3](=[O:19])[CH2:4][C@@:5]([CH3:18])([NH:11][S@](C(C)(C)C)=O)[CH2:6][C@@H:7]([CH3:10])[CH2:8][CH3:9].Cl. The catalyst is CC(C)=O.O. The product is [NH2:11][C@@:5]([CH3:18])([CH2:6][C@@H:7]([CH3:10])[CH2:8][CH3:9])[CH2:4][C:3]([OH:19])=[O:2]. The yield is 0.770.